Dataset: Catalyst prediction with 721,799 reactions and 888 catalyst types from USPTO. Task: Predict which catalyst facilitates the given reaction. (1) Reactant: C[O:2][C:3](=O)[CH2:4][N:5]1[CH2:10][CH2:9][O:8][CH2:7][CH2:6]1.O.[NH2:13][NH2:14]. Product: [N:5]1([CH2:4][C:3]([NH:13][NH2:14])=[O:2])[CH2:10][CH2:9][O:8][CH2:7][CH2:6]1. The catalyst class is: 51. (2) Product: [CH2:22]([NH:29][C:6]1[C:5]([CH3:16])=[C:4]([C:17]2[O:18][CH:19]=[CH:20][CH:21]=2)[N:3]=[C:2]([NH2:1])[N:7]=1)[C:23]1[CH:28]=[CH:27][CH:26]=[CH:25][CH:24]=1. Reactant: [NH2:1][C:2]1[N:7]=[C:6](OS(C(F)(F)F)(=O)=O)[C:5]([CH3:16])=[C:4]([C:17]2[O:18][CH:19]=[CH:20][CH:21]=2)[N:3]=1.[CH2:22]([NH2:29])[C:23]1[CH:28]=[CH:27][CH:26]=[CH:25][CH:24]=1.O. The catalyst class is: 57. (3) Reactant: [N:1]1([C:7]([NH2:9])=[NH:8])[CH2:6][CH2:5][O:4][CH2:3][CH2:2]1.[CH2:10]([O:12][C:13](=[O:24])[C:14](=[CH:20]OCC)[C:15](OCC)=[O:16])[CH3:11].C([O-])(=O)C.[Na+]. Product: [CH2:10]([O:12][C:13]([C:14]1[C:15]([OH:16])=[N:8][C:7]([N:1]2[CH2:6][CH2:5][O:4][CH2:3][CH2:2]2)=[N:9][CH:20]=1)=[O:24])[CH3:11]. The catalyst class is: 3. (4) Reactant: [CH2:1]([C:5]1[CH:6]=[C:7]2[C:12](=[C:13]([O:15][CH:16]3[CH2:21][CH2:20][N:19]([CH2:22][CH2:23][CH2:24][NH2:25])[CH2:18][CH2:17]3)[CH:14]=1)[N:11]=[CH:10][CH:9]=[CH:8]2)[CH2:2][CH2:3][CH3:4].C(N(CC)CC)C.[CH2:33]([S:35]([Cl:38])(=[O:37])=[O:36])[CH3:34]. Product: [ClH:38].[ClH:38].[CH2:1]([C:5]1[CH:6]=[C:7]2[C:12](=[C:13]([O:15][CH:16]3[CH2:21][CH2:20][N:19]([CH2:22][CH2:23][CH2:24][NH:25][S:35]([CH2:33][CH3:34])(=[O:37])=[O:36])[CH2:18][CH2:17]3)[CH:14]=1)[N:11]=[CH:10][CH:9]=[CH:8]2)[CH2:2][CH2:3][CH3:4]. The catalyst class is: 61. (5) Reactant: [Cl:1][C:2]1[CH:7]=[CH:6][C:5]([O:8][CH3:9])=[C:4]([F:10])[CH:3]=1.C([N-]C(C)C)(C)C.[Li+].CN(C)[CH:21]=[O:22]. Product: [Cl:1][C:2]1[C:3]([CH:21]=[O:22])=[C:4]([F:10])[C:5]([O:8][CH3:9])=[CH:6][CH:7]=1. The catalyst class is: 7. (6) Reactant: C1(P(C2C=CC=CC=2)C2C=CC=CC=2)C=CC=CC=1.[N+:37]([C:33]1[CH:32]=[C:31]([S:30][S:30][C:31]2[CH:36]=[CH:35][CH:34]=[C:33]([N+:37]([O-:39])=[O:38])[CH:32]=2)[CH:36]=[CH:35][CH:34]=1)([O-:39])=[O:38].[OH-].[Na+].Br[CH2:43][CH2:44][CH2:45][CH2:46][N:47]1[C:55](=[O:56])[C:54]2[C:49](=[CH:50][CH:51]=[CH:52][CH:53]=2)[C:48]1=[O:57]. Product: [N+:37]([C:33]1[CH:32]=[C:31]([S:30][CH2:43][CH2:44][CH2:45][CH2:46][N:47]2[C:55](=[O:56])[C:54]3[C:49](=[CH:50][CH:51]=[CH:52][CH:53]=3)[C:48]2=[O:57])[CH:36]=[CH:35][CH:34]=1)([O-:39])=[O:38]. The catalyst class is: 38.